Dataset: CYP1A2 inhibition data for predicting drug metabolism from PubChem BioAssay. Task: Regression/Classification. Given a drug SMILES string, predict its absorption, distribution, metabolism, or excretion properties. Task type varies by dataset: regression for continuous measurements (e.g., permeability, clearance, half-life) or binary classification for categorical outcomes (e.g., BBB penetration, CYP inhibition). Dataset: cyp1a2_veith. (1) The compound is CCOc1ccccc1N1CN(CC)CNC1=S. The result is 0 (non-inhibitor). (2) The compound is CC(C)=CCC/C(C)=C/CO/N=C1/C[C@@H](O)[C@@H](O)[C@@H]2[C@@H]3C(=O)N([C@@H](C)c4ccccc4)C(=O)[C@H]3CC[C@@H]12. The result is 0 (non-inhibitor). (3) The drug is N[C@H](Cc1o[nH]c(=O)c1Cl)C(=O)O. The result is 0 (non-inhibitor). (4) The molecule is O=C(c1ccc2ncsc2c1)N1CCN(c2ccc(O)cc2)CC1. The result is 0 (non-inhibitor). (5) The compound is CC(C)(C)C1CCC2(CC1)NC(CO)(CO)CO2. The result is 0 (non-inhibitor). (6) The result is 1 (inhibitor). The drug is Cn1cc(-c2nnc(-c3ccccc3)o2)c2ccccc21. (7) The compound is COC(=O)[C@H]1C[C@@H]1[C@H](NS(=O)(=O)c1ccccc1)c1ccccc1. The result is 1 (inhibitor). (8) The molecule is CCN1C[C@@]2(COC)CC[C@H](OC)[C@]34[C@H]5C[C@H]6[C@H](OC)C[C@@]7(OCO[C@]7([C@H](O)[C@@H]23)[C@H]14)[C@@H]5[C@@H]6OC. The result is 0 (non-inhibitor). (9) The compound is CC(=O)OC[C@@H]1O[C@@H](O/N=C2/C[C@@H](O)[C@@H](O)[C@@H]3[C@@H]4C(=O)N(C5CCCCC5)C(=O)[C@H]4CC[C@@H]23)[C@H](OC(C)=O)[C@H](OC(C)=O)[C@@H]1OC(C)=O. The result is 0 (non-inhibitor). (10) The drug is COCc1nnc(NC(=O)c2ccc(S(=O)(=O)N3CCCCCC3)cc2)o1. The result is 0 (non-inhibitor).